The task is: Regression. Given a peptide amino acid sequence and an MHC pseudo amino acid sequence, predict their binding affinity value. This is MHC class I binding data.. This data is from Peptide-MHC class I binding affinity with 185,985 pairs from IEDB/IMGT. (1) The peptide sequence is ESIEDKFDY. The MHC is HLA-A68:01 with pseudo-sequence HLA-A68:01. The binding affinity (normalized) is 0.312. (2) The peptide sequence is EIDVSEVKT. The MHC is HLA-A02:02 with pseudo-sequence HLA-A02:02. The binding affinity (normalized) is 0.00773. (3) The peptide sequence is SYLNDLPSQRI. The MHC is H-2-Kd with pseudo-sequence H-2-Kd. The binding affinity (normalized) is 0.620. (4) The peptide sequence is AHNENMETM. The MHC is H-2-Db with pseudo-sequence H-2-Db. The binding affinity (normalized) is 0.595. (5) The peptide sequence is AVNCIMYTL. The MHC is H-2-Kb with pseudo-sequence H-2-Kb. The binding affinity (normalized) is 0.558. (6) The peptide sequence is AVTAALHRK. The MHC is HLA-A02:03 with pseudo-sequence HLA-A02:03. The binding affinity (normalized) is 0.0847.